From a dataset of Full USPTO retrosynthesis dataset with 1.9M reactions from patents (1976-2016). Predict the reactants needed to synthesize the given product. (1) The reactants are: C[Si](C)(C)N[Si](C)(C)C.[Li].C([O:13][C:14](=O)[C:15]1[CH:20]=[CH:19][C:18]([O:21][CH2:22][C:23]2[CH:28]=[CH:27][CH:26]=[CH:25][CH:24]=2)=[C:17]([O:29][CH2:30][C:31]2[CH:36]=[CH:35][CH:34]=[CH:33][CH:32]=2)[CH:16]=1)C.[CH3:38][C:39]([C:41]1[CH:46]=[C:45]([OH:47])[CH:44]=[CH:43][C:42]=1[OH:48])=[O:40]. Given the product [CH2:30]([O:29][C:17]1[CH:16]=[C:15]([C:14](=[O:13])[CH2:38][C:39]([C:41]2[CH:46]=[C:45]([OH:47])[CH:44]=[CH:43][C:42]=2[OH:48])=[O:40])[CH:20]=[CH:19][C:18]=1[O:21][CH2:22][C:23]1[CH:24]=[CH:25][CH:26]=[CH:27][CH:28]=1)[C:31]1[CH:32]=[CH:33][CH:34]=[CH:35][CH:36]=1, predict the reactants needed to synthesize it. (2) Given the product [C:1]([O:9][C:10]1([CH2:23][C:24]2[CH:29]=[CH:28][CH:27]=[C:26]([O:34][CH3:35])[CH:25]=2)[C:18]2[C:13](=[CH:14][CH:15]=[C:16]([Cl:54])[CH:17]=2)[N:12]([CH2:20][CH3:21])[C:11]1=[O:22])(=[O:8])[C:2]1[CH:7]=[CH:6][CH:5]=[CH:4][CH:3]=1, predict the reactants needed to synthesize it. The reactants are: [C:1]([O:9][C:10]1([CH2:23][C:24]2[CH:29]=[C:28](OC)[C:27](OC)=[C:26]([O:34][CH3:35])[CH:25]=2)[C:18]2[C:13](=[CH:14][CH:15]=[C:16](C)[CH:17]=2)[N:12]([CH2:20][CH3:21])[C:11]1=[O:22])(=[O:8])[C:2]1[CH:7]=[CH:6][CH:5]=[CH:4][CH:3]=1.C(OC1C2C(=CC=C([Cl:54])C=2)N(CC)C1=O)(=O)C1C=CC=CC=1.COC1C=C(C=CC=1)CCl. (3) Given the product [Cl:9][C:5]1[C:6]([F:8])=[CH:7][C:2]([NH:1][S:24](/[CH:23]=[CH:22]/[C:17]2[CH:18]=[CH:19][C:20]([Cl:21])=[C:15]([Cl:14])[CH:16]=2)(=[O:26])=[O:25])=[C:3]([S:10]([NH2:13])(=[O:12])=[O:11])[CH:4]=1, predict the reactants needed to synthesize it. The reactants are: [NH2:1][C:2]1[CH:7]=[C:6]([F:8])[C:5]([Cl:9])=[CH:4][C:3]=1[S:10]([NH2:13])(=[O:12])=[O:11].[Cl:14][C:15]1[CH:16]=[C:17](/[CH:22]=[CH:23]/[S:24](Cl)(=[O:26])=[O:25])[CH:18]=[CH:19][C:20]=1[Cl:21]. (4) Given the product [C:34]([O:27][CH2:26][C@@:10]1([OH:25])[C@@H:11]([CH3:24])[CH2:12][C:13]([C:15]2[CH:20]=[CH:19][N:18]=[CH:17][C:16]=2[N+:21]([O-:23])=[O:22])=[CH:14][C@H:9]1[O:8][Si:1]([C:4]([CH3:6])([CH3:5])[CH3:7])([CH3:3])[CH3:2])(=[O:36])[CH3:35], predict the reactants needed to synthesize it. The reactants are: [Si:1]([O:8][CH:9]1[CH:14]=[C:13]([C:15]2[CH:20]=[CH:19][N:18]=[CH:17][C:16]=2[N+:21]([O-:23])=[O:22])[CH2:12][CH:11]([CH3:24])[C:10]1([CH2:26][OH:27])[OH:25])([C:4]([CH3:7])([CH3:6])[CH3:5])([CH3:3])[CH3:2].N1C=CC=CC=1.[C:34](Cl)(=[O:36])[CH3:35]. (5) Given the product [OH:28][N:25]([CH:8]([CH2:9][S:10]([N:13]1[CH2:22][CH2:21][C:20]2[C:15](=[CH:16][C:17]([O:23][CH3:24])=[CH:18][CH:19]=2)[CH2:14]1)(=[O:11])=[O:12])[CH2:7][CH2:6][CH:2]1[CH2:3][CH2:4][CH2:5][O:1]1)[CH:26]=[O:27], predict the reactants needed to synthesize it. The reactants are: [O:1]1[CH:5]=[CH:4][CH:3]=[C:2]1/[CH:6]=[CH:7]/[CH:8]([N:25]([OH:28])[CH:26]=[O:27])[CH2:9][S:10]([N:13]1[CH2:22][CH2:21][C:20]2[C:15](=[CH:16][C:17]([O:23][CH3:24])=[CH:18][CH:19]=2)[CH2:14]1)(=[O:12])=[O:11].[H][H]. (6) Given the product [Cl:20][C:14]1[CH:15]=[CH:16][CH:17]=[C:18]([Cl:19])[C:13]=1[C:12]1[C:6]2[O:5][CH:4]([CH2:3][N:2]([CH3:1])[C:31](=[O:32])[O:33][CH2:34][C:35]3[CH:40]=[CH:39][CH:38]=[CH:37][CH:36]=3)[CH2:8][C:7]=2[CH:9]=[CH:10][CH:11]=1, predict the reactants needed to synthesize it. The reactants are: [CH3:1][NH:2][CH2:3][CH:4]1[CH2:8][C:7]2[CH:9]=[CH:10][CH:11]=[C:12]([C:13]3[C:18]([Cl:19])=[CH:17][CH:16]=[CH:15][C:14]=3[Cl:20])[C:6]=2[O:5]1.C(N(C(C)C)CC)(C)C.Cl[C:31]([O:33][CH2:34][C:35]1[CH:40]=[CH:39][CH:38]=[CH:37][CH:36]=1)=[O:32]. (7) Given the product [Cl:1][C:2]1[CH:11]=[C:10]2[C:5]([C:6]([N:12]3[CH2:13][CH2:14][N:15]([C:27]([NH:26][C:23]4[CH:24]=[CH:25][C:20]([F:19])=[CH:21][CH:22]=4)=[O:28])[CH2:16][CH2:17]3)=[CH:7][CH:8]=[N:9]2)=[CH:4][C:3]=1[F:18], predict the reactants needed to synthesize it. The reactants are: [Cl:1][C:2]1[CH:11]=[C:10]2[C:5]([C:6]([N:12]3[CH2:17][CH2:16][NH:15][CH2:14][CH2:13]3)=[CH:7][CH:8]=[N:9]2)=[CH:4][C:3]=1[F:18].[F:19][C:20]1[CH:25]=[CH:24][C:23]([N:26]=[C:27]=[O:28])=[CH:22][CH:21]=1.CCCCCC.CCOC(C)=O. (8) Given the product [CH2:1]([N:8]1[CH2:14][C:13]2[CH:15]=[CH:16][C:17]([O:24][C:21]([CH3:23])([CH3:22])[CH3:20])=[N:18][C:12]=2[O:11][CH2:10][CH2:9]1)[C:2]1[CH:7]=[CH:6][CH:5]=[CH:4][CH:3]=1, predict the reactants needed to synthesize it. The reactants are: [CH2:1]([N:8]1[CH2:14][C:13]2[CH:15]=[CH:16][C:17](Cl)=[N:18][C:12]=2[O:11][CH2:10][CH2:9]1)[C:2]1[CH:7]=[CH:6][CH:5]=[CH:4][CH:3]=1.[CH3:20][C:21]([O-:24])([CH3:23])[CH3:22].[Na+].O. (9) Given the product [CH2:1]([O:8][C@H:9]([C@@H:15]([CH2:16][O:17][CH2:18][C:19]1[CH:20]=[CH:21][CH:22]=[CH:23][CH:24]=1)[OH:14])[C@H:10]([OH:25])[CH2:11][CH:12]=[O:13])[C:2]1[CH:3]=[CH:4][CH:5]=[CH:6][CH:7]=1, predict the reactants needed to synthesize it. The reactants are: [CH2:1]([O:8][C@@H:9]1[C@@H:15]([CH2:16][O:17][CH2:18][C:19]2[CH:24]=[CH:23][CH:22]=[CH:21][CH:20]=2)[O:14][CH:12]([OH:13])[CH2:11][C@H:10]1[OH:25])[C:2]1[CH:7]=[CH:6][CH:5]=[CH:4][CH:3]=1.O.Br.C(=O)([O-])[O-].[Na+].[Na+]. (10) Given the product [F:1][C:2]1[C:3]([C:35]2[N:40]=[CH:39][CH:38]=[CH:37][N:36]=2)=[C:4]([C:8]([N:10]2[CH:15]([CH3:16])[CH:14]3[CH2:17][CH:11]2[CH:12]([NH:18][C:19]2[CH:24]=[N:23][C:22]([C:25]([F:28])([F:27])[F:26])=[CH:21][N:20]=2)[CH2:13]3)=[O:9])[CH:5]=[CH:6][CH:7]=1, predict the reactants needed to synthesize it. The reactants are: [F:1][C:2]1[C:3](I)=[C:4]([C:8]([N:10]2[CH:15]([CH3:16])[CH:14]3[CH2:17][CH:11]2[CH:12]([NH:18][C:19]2[CH:24]=[N:23][C:22]([C:25]([F:28])([F:27])[F:26])=[CH:21][N:20]=2)[CH2:13]3)=[O:9])[CH:5]=[CH:6][CH:7]=1.C([Sn](CCCC)(CCCC)[C:35]1[N:40]=[CH:39][CH:38]=[CH:37][N:36]=1)CCC.[Li+].[Cl-].